Dataset: Full USPTO retrosynthesis dataset with 1.9M reactions from patents (1976-2016). Task: Predict the reactants needed to synthesize the given product. (1) The reactants are: [Al+3].[Cl-].[Cl-].[Cl-].[H-].[Al+3].[Li+].[H-].[H-].[H-].[CH2:11]([O:18][CH2:19][CH2:20][C@H:21]1[CH2:26][CH2:25][C@H:24]([C@@:27]23[CH2:34][CH2:33][C:32](=O)[N:31]2[C@@H:30]([C:36]2[CH:41]=[CH:40][CH:39]=[CH:38][CH:37]=2)[CH2:29][O:28]3)[CH2:23][CH2:22]1)[C:12]1[CH:17]=[CH:16][CH:15]=[CH:14][CH:13]=1. Given the product [CH2:11]([O:18][CH2:19][CH2:20][C@H:21]1[CH2:26][CH2:25][C@H:24]([C@H:27]2[CH2:34][CH2:33][CH2:32][N:31]2[C@@H:30]([C:36]2[CH:41]=[CH:40][CH:39]=[CH:38][CH:37]=2)[CH2:29][OH:28])[CH2:23][CH2:22]1)[C:12]1[CH:13]=[CH:14][CH:15]=[CH:16][CH:17]=1, predict the reactants needed to synthesize it. (2) Given the product [CH:1]([O:4][C:5]([C:7]1[CH:8]=[C:9]([C:21]#[C:22][C:30]2[CH:31]=[CH:32][C:27]([CH2:26][C:25]([O:24][CH3:23])=[O:34])=[CH:28][CH:29]=2)[CH:10]=[C:11]2[C:16]=1[O:15][C:14]([CH3:18])([CH3:17])[CH2:13][C:12]2([CH3:20])[CH3:19])=[O:6])([CH3:3])[CH3:2], predict the reactants needed to synthesize it. The reactants are: [CH:1]([O:4][C:5]([C:7]1[CH:8]=[C:9]([C:21]#[CH:22])[CH:10]=[C:11]2[C:16]=1[O:15][C:14]([CH3:18])([CH3:17])[CH2:13][C:12]2([CH3:20])[CH3:19])=[O:6])([CH3:3])[CH3:2].[CH3:23][O:24][C:25](=[O:34])[CH2:26][C:27]1[CH:32]=[CH:31][C:30](I)=[CH:29][CH:28]=1.C(N(CC)CC)C.C(OCC)(=O)C. (3) Given the product [CH3:1][O:2][C:3]([C@@H:5]1[CH2:9][C@@H:8]([O:10][C:52]2[C:51]3[C:46](=[CH:47][C:48]([O:55][CH3:56])=[CH:49][CH:50]=3)[N:45]=[C:44]([C:42]3[N:43]=[C:39]([NH:38][CH:35]([CH3:37])[CH3:36])[S:40][CH:41]=3)[CH:53]=2)[CH2:7][N:6]1[C:21](=[O:34])[C@@H:22]([NH:26][C:27]([O:29][C:30]([CH3:33])([CH3:31])[CH3:32])=[O:28])[CH:23]([CH3:24])[CH3:25])=[O:4], predict the reactants needed to synthesize it. The reactants are: [CH3:1][O:2][C:3]([C@@H:5]1[CH2:9][C@H:8]([O:10]S(C2C=CC(Br)=CC=2)(=O)=O)[CH2:7][N:6]1[C:21](=[O:34])[C@@H:22]([NH:26][C:27]([O:29][C:30]([CH3:33])([CH3:32])[CH3:31])=[O:28])[CH:23]([CH3:25])[CH3:24])=[O:4].[CH:35]([NH:38][C:39]1[S:40][CH:41]=[C:42]([C:44]2[CH:53]=[C:52](O)[C:51]3[C:46](=[CH:47][C:48]([O:55][CH3:56])=[CH:49][CH:50]=3)[N:45]=2)[N:43]=1)([CH3:37])[CH3:36].C([O-])([O-])=O.[Cs+].[Cs+]. (4) Given the product [CH2:1]([O:8][C:9](=[O:41])[N:10]([CH:12]([C:14](=[O:40])[NH:15][CH:16]([C:21]([N:23]1[CH2:27][CH2:26][CH:25]2[N:28]([C:52](=[O:53])[CH3:51])[CH2:29][CH:30]([O:31][C:32]3[CH:37]=[CH:36][C:35]([F:38])=[C:34]([F:39])[CH:33]=3)[CH:24]12)=[O:22])[C:17]([CH3:19])([CH3:18])[CH3:20])[CH3:13])[CH3:11])[C:2]1[CH:7]=[CH:6][CH:5]=[CH:4][CH:3]=1, predict the reactants needed to synthesize it. The reactants are: [CH2:1]([O:8][C:9](=[O:41])[N:10]([CH:12]([C:14](=[O:40])[NH:15][CH:16]([C:21]([N:23]1[CH2:27][CH2:26][CH:25]2[NH:28][CH2:29][CH:30]([O:31][C:32]3[CH:37]=[CH:36][C:35]([F:38])=[C:34]([F:39])[CH:33]=3)[CH:24]12)=[O:22])[C:17]([CH3:20])([CH3:19])[CH3:18])[CH3:13])[CH3:11])[C:2]1[CH:7]=[CH:6][CH:5]=[CH:4][CH:3]=1.CCN(C(C)C)C(C)C.[CH3:51][C:52](OC(C)=O)=[O:53]. (5) Given the product [N:1]1([C:6]2[CH:7]=[CH:8][C:9]([NH:10][C:20](=[O:21])[O:22][CH2:23][C:24]([Cl:27])([Cl:26])[Cl:25])=[CH:11][CH:12]=2)[CH:5]=[CH:4][CH:3]=[N:2]1, predict the reactants needed to synthesize it. The reactants are: [N:1]1([C:6]2[CH:12]=[CH:11][C:9]([NH2:10])=[CH:8][CH:7]=2)[CH:5]=[CH:4][CH:3]=[N:2]1.N1C=CC=CC=1.Cl[C:20]([O:22][CH2:23][C:24]([Cl:27])([Cl:26])[Cl:25])=[O:21].